From a dataset of Catalyst prediction with 721,799 reactions and 888 catalyst types from USPTO. Predict which catalyst facilitates the given reaction. (1) Reactant: [NH2:1][C:2]1[CH:3]=[C:4]2[C:9](=[C:10]([Cl:12])[CH:11]=1)[N:8]=[CH:7][C:6]([C:13]#[N:14])=[C:5]2[NH:15][C:16]1[CH:21]=[CH:20][C:19]([F:22])=[C:18]([Cl:23])[CH:17]=1.[CH2:24]([C:26]1[N:27]([C:34]([O:36][C:37]([CH3:40])([CH3:39])[CH3:38])=[O:35])[C:28]([CH3:33])=[C:29]([CH:31]=O)[N:30]=1)[CH3:25].[BH3-]C#N.[Na+]. Product: [Cl:12][C:10]1[CH:11]=[C:2]([NH:1][CH2:31][C:29]2[N:30]=[C:26]([CH2:24][CH3:25])[N:27]([C:34]([O:36][C:37]([CH3:39])([CH3:38])[CH3:40])=[O:35])[C:28]=2[CH3:33])[CH:3]=[C:4]2[C:9]=1[N:8]=[CH:7][C:6]([C:13]#[N:14])=[C:5]2[NH:15][C:16]1[CH:21]=[CH:20][C:19]([F:22])=[C:18]([Cl:23])[CH:17]=1. The catalyst class is: 14. (2) Reactant: [F:1][C:2]1[CH:3]=[C:4]([C@@:12]([C:21]2[CH:26]=[CH:25][C:24]([F:27])=[CH:23][CH:22]=2)([NH2:20])[CH2:13][C:14]2[CH:19]=[CH:18][CH:17]=[CH:16][CH:15]=2)[CH:5]=[C:6]([C:8]([F:11])([F:10])[F:9])[CH:7]=1.[F:28][C:29]1[CH:36]=[CH:35][C:32]([CH:33]=O)=[CH:31][C:30]=1[C:37]([F:40])([F:39])[F:38].C(O)(=O)C.[BH-](OC(C)=O)(OC(C)=O)OC(C)=O.[Na+]. Product: [F:28][C:29]1[CH:36]=[CH:35][C:32]([CH2:33][NH:20][C@@:12]([C:4]2[CH:5]=[C:6]([C:8]([F:10])([F:11])[F:9])[CH:7]=[C:2]([F:1])[CH:3]=2)([C:21]2[CH:26]=[CH:25][C:24]([F:27])=[CH:23][CH:22]=2)[CH2:13][C:14]2[CH:15]=[CH:16][CH:17]=[CH:18][CH:19]=2)=[CH:31][C:30]=1[C:37]([F:38])([F:39])[F:40]. The catalyst class is: 68. (3) Reactant: Cl.[C:2]1([NH:8][NH2:9])[CH:7]=[CH:6][CH:5]=[CH:4][CH:3]=1.[N:10]([O-])=O.[Na+]. Product: [C:2]1([N:8]=[N+:9]=[N-:10])[CH:7]=[CH:6][CH:5]=[CH:4][CH:3]=1. The catalyst class is: 280. (4) Reactant: [OH:1][CH:2]1[CH2:5][CH:4]([C:6]([O:8][CH2:9][CH3:10])=[O:7])[CH2:3]1.[S:11](Cl)([C:14]1[CH:20]=[CH:19][C:17]([CH3:18])=[CH:16][CH:15]=1)(=[O:13])=[O:12]. Product: [S:11]([O:1][CH:2]1[CH2:5][CH:4]([C:6]([O:8][CH2:9][CH3:10])=[O:7])[CH2:3]1)([C:14]1[CH:20]=[CH:19][C:17]([CH3:18])=[CH:16][CH:15]=1)(=[O:13])=[O:12]. The catalyst class is: 436. (5) Reactant: [F:1][C:2]1[CH:29]=[CH:28][C:5]([CH2:6][C:7]2[N:11]([CH2:12][C:13]([N:15]3[CH2:20][CH2:19][CH:18]([NH2:21])[CH2:17][CH2:16]3)=[O:14])[N:10]=[C:9]([C:22]3[CH:27]=[CH:26][N:25]=[CH:24][CH:23]=3)[CH:8]=2)=[CH:4][CH:3]=1.C(N(CC)CC)C.[CH:37]1([C:41](Cl)=[O:42])[CH2:40][CH2:39][CH2:38]1. Product: [F:1][C:2]1[CH:3]=[CH:4][C:5]([CH2:6][C:7]2[N:11]([CH2:12][C:13]([N:15]3[CH2:16][CH2:17][CH:18]([NH:21][C:41]([CH:37]4[CH2:40][CH2:39][CH2:38]4)=[O:42])[CH2:19][CH2:20]3)=[O:14])[N:10]=[C:9]([C:22]3[CH:23]=[CH:24][N:25]=[CH:26][CH:27]=3)[CH:8]=2)=[CH:28][CH:29]=1. The catalyst class is: 2. (6) Reactant: [CH3:1][CH:2]([NH:4][C:5]1[C:10]([C:11]#[N:12])=[CH:9][C:8]([C:13]2[O:17][N:16]=[C:15]([C:18]3[CH:28]=[CH:27][C:21]4[CH2:22][CH2:23][NH:24][CH2:25][CH2:26][C:20]=4[CH:19]=3)[N:14]=2)=[CH:7][N:6]=1)[CH3:3].[O:29]=[CH:30][C@@H:31]([CH2:33]O)[OH:32].C(O)(=O)C.C(O[BH-](OC(=O)C)OC(=O)C)(=O)C.[Na+]. Product: [OH:32][C@H:31]([CH2:30][OH:29])[CH2:33][N:24]1[CH2:23][CH2:22][C:21]2[CH:27]=[CH:28][C:18]([C:15]3[N:14]=[C:13]([C:8]4[CH:9]=[C:10]([C:11]#[N:12])[C:5]([NH:4][CH:2]([CH3:1])[CH3:3])=[N:6][CH:7]=4)[O:17][N:16]=3)=[CH:19][C:20]=2[CH2:26][CH2:25]1. The catalyst class is: 76. (7) Reactant: [C:1](N[C@H](C(O)=O)CCC(O)=O)(=[O:5])[C:2](C)=[CH2:3].[NH2:16][C@H:17]([C:22]([OH:24])=[O:23])[CH2:18][C:19]([OH:21])=[O:20].[OH-].[Na+].C(Cl)(=O)C=C. Product: [C:1]([NH:16][C@H:17]([C:22]([OH:24])=[O:23])[CH2:18][C:19]([OH:21])=[O:20])(=[O:5])[CH:2]=[CH2:3]. The catalyst class is: 6. (8) Reactant: [CH3:1][N:2]1[C:7](=[O:8])[C:6]2[C:9]([O:15][C:16]3[C:17]([CH3:30])=[C:18]([NH:22][C:23](=[O:29])[O:24][C:25]([CH3:28])([CH3:27])[CH3:26])[CH:19]=[CH:20][CH:21]=3)=[CH:10][C:11](=[O:14])[N:12]([CH3:13])[C:5]=2[N:4]([C:31]2[CH:36]=[CH:35][C:34]([I:37])=[CH:33][C:32]=2[F:38])C1=O.O.[OH-].[Li+]. Product: [CH3:1][NH:2][C:7]([C:6]1[C:9]([O:15][C:16]2[C:17]([CH3:30])=[C:18]([NH:22][C:23](=[O:29])[O:24][C:25]([CH3:26])([CH3:27])[CH3:28])[CH:19]=[CH:20][CH:21]=2)=[CH:10][C:11](=[O:14])[N:12]([CH3:13])[C:5]=1[NH:4][C:31]1[CH:36]=[CH:35][C:34]([I:37])=[CH:33][C:32]=1[F:38])=[O:8]. The catalyst class is: 7. (9) Reactant: Cl.[N:2]12[CH2:9][CH2:8][CH:5]([CH2:6][CH2:7]1)[CH:4]([CH2:10][C:11]([OH:13])=O)[CH2:3]2.CN(C(ON1N=NC2C=CC=NC1=2)=[N+](C)C)C.F[P-](F)(F)(F)(F)F.[Br:38][C:39]1[CH:44]=[CH:43][C:42]([C:45]([NH2:48])([CH3:47])[CH3:46])=[CH:41][CH:40]=1.C(N(CC)CC)C. Product: [Br:38][C:39]1[CH:40]=[CH:41][C:42]([C:45]([NH:48][C:11](=[O:13])[CH2:10][CH:4]2[CH:5]3[CH2:6][CH2:7][N:2]([CH2:9][CH2:8]3)[CH2:3]2)([CH3:46])[CH3:47])=[CH:43][CH:44]=1. The catalyst class is: 3. (10) Reactant: [CH3:1][O:2][C:3]1[CH:4]=[C:5]([NH:11][C:12]2[C:21]3[C:16](=[CH:17][CH:18]=[CH:19][CH:20]=3)[N:15]=[C:14]([CH3:22])[N:13]=2)[CH:6]=[CH:7][C:8]=1[O:9][CH3:10].[CH3:23]I.[H-].[Na+]. Product: [CH3:1][O:2][C:3]1[CH:4]=[C:5]([N:11]([C:12]2[C:21]3[C:16](=[CH:17][CH:18]=[CH:19][CH:20]=3)[N:15]=[C:14]([CH3:22])[N:13]=2)[CH3:23])[CH:6]=[CH:7][C:8]=1[O:9][CH3:10]. The catalyst class is: 3.